This data is from Reaction yield outcomes from USPTO patents with 853,638 reactions. The task is: Predict the reaction yield, written as a fraction of the theoretical maximum amount of product (1.0 means a 100% yield; for example, 0.34 means a 34% yield). (1) The reactants are [CH2:1]([O:3][C:4]1[CH:10]=[CH:9][C:7]([NH2:8])=[C:6]([N+:11]([O-:13])=[O:12])[CH:5]=1)[CH3:2].CCN(C(C)C)C(C)C.[C:23]1([CH2:29][CH2:30][C:31](Cl)=[O:32])[CH:28]=[CH:27][CH:26]=[CH:25][CH:24]=1. The catalyst is C(Cl)Cl. The product is [CH2:1]([O:3][C:4]1[CH:10]=[CH:9][C:7]([NH:8][C:31](=[O:32])[CH2:30][CH2:29][C:23]2[CH:28]=[CH:27][CH:26]=[CH:25][CH:24]=2)=[C:6]([N+:11]([O-:13])=[O:12])[CH:5]=1)[CH3:2]. The yield is 0.700. (2) The reactants are [F:1][C:2]1[CH:10]=[C:9]2[C:5]([C:6](I)=[CH:7][N:8]2[S:11]([C:14]2[CH:19]=[CH:18][CH:17]=[CH:16][CH:15]=2)(=[O:13])=[O:12])=[CH:4][CH:3]=1.CC1(C)C(C)(C)OB([C:29]2[CH:30]=[C:31]3[O:37][C:36](=[O:38])[NH:35][C:32]3=[N:33][CH:34]=2)O1.C(Cl)Cl.C([O-])([O-])=O.[K+].[K+]. The catalyst is O1CCOCC1.O.C1C=CC(P(C2C=CC=CC=2)[C-]2C=CC=C2)=CC=1.C1C=CC(P(C2C=CC=CC=2)[C-]2C=CC=C2)=CC=1.Cl[Pd]Cl.[Fe+2]. The product is [F:1][C:2]1[CH:10]=[C:9]2[C:5]([C:6]([C:29]3[CH:30]=[C:31]4[O:37][C:36](=[O:38])[NH:35][C:32]4=[N:33][CH:34]=3)=[CH:7][N:8]2[S:11]([C:14]2[CH:19]=[CH:18][CH:17]=[CH:16][CH:15]=2)(=[O:13])=[O:12])=[CH:4][CH:3]=1. The yield is 0.210.